Dataset: Catalyst prediction with 721,799 reactions and 888 catalyst types from USPTO. Task: Predict which catalyst facilitates the given reaction. (1) Reactant: IC.[H-].[Na+].[Cl:5][C:6]1[CH:7]=[C:8]2[N:26]([CH2:27][O:28][CH2:29][CH2:30][Si:31]([CH3:34])([CH3:33])[CH3:32])[C:25]([O:35][C@H:36]3[C@H:40]4[O:41][CH2:42][C@@H:43]([OH:44])[C@H:39]4[O:38][CH2:37]3)=[N:24][C:9]2=[N:10][C:11]=1[C:12]1[CH:17]=[CH:16][C:15]([C:18]2[CH:23]=[CH:22][CH:21]=[CH:20][CH:19]=2)=[CH:14][CH:13]=1.[CH3:45]COC(C)=O.CCCCCC. Product: [CH3:45][O:44][C@@H:43]1[CH2:42][O:41][C@@H:40]2[C@H:36]([O:35][C:25]3[N:26]([CH2:27][O:28][CH2:29][CH2:30][Si:31]([CH3:34])([CH3:33])[CH3:32])[C:8]4[C:9]([N:24]=3)=[N:10][C:11]([C:12]3[CH:17]=[CH:16][C:15]([C:18]5[CH:23]=[CH:22][CH:21]=[CH:20][CH:19]=5)=[CH:14][CH:13]=3)=[C:6]([Cl:5])[CH:7]=4)[CH2:37][O:38][C@H:39]12. The catalyst class is: 31. (2) Product: [CH3:1][C:2]1([CH3:21])[C:7]2[CH:8]=[C:9]([C:12]3[S:16][C:15]([C:17]#[N:18])=[CH:14][C:13]=3[CH3:19])[CH:10]=[CH:11][C:6]=2[NH:5][C:4](=[S:31])[O:3]1. Reactant: [CH3:1][C:2]1([CH3:21])[C:7]2[CH:8]=[C:9]([C:12]3[S:16][C:15]([C:17]#[N:18])=[CH:14][C:13]=3[CH3:19])[CH:10]=[CH:11][C:6]=2[NH:5][C:4](=O)[O:3]1.COC1C=CC(P2(SP(C3C=CC(OC)=CC=3)(=S)S2)=[S:31])=CC=1. The catalyst class is: 11. (3) Reactant: [OH-].[K+].CC(O)C.[C:7]([C:10]1[C:19]2[C:14](=[CH:15][CH:16]=[CH:17][CH:18]=2)[CH:13]=[CH:12][CH:11]=1)(=[O:9])[CH3:8].[H][H]. The catalyst class is: 41. Product: [C:10]1([C@H:7]([OH:9])[CH3:8])[C:19]2[C:14](=[CH:15][CH:16]=[CH:17][CH:18]=2)[CH:13]=[CH:12][CH:11]=1. (4) Reactant: [OH:1][C:2]1[CH:3]=[C:4]([CH:7]=[CH:8][CH:9]=1)[CH2:5][OH:6].Cl[C:11]1[N:16]=[CH:15][C:14]([Br:17])=[CH:13][N:12]=1.C(=O)([O-])[O-].[Cs+].[Cs+]. Product: [Br:17][C:14]1[CH:13]=[N:12][C:11]([O:1][C:2]2[CH:3]=[C:4]([CH2:5][OH:6])[CH:7]=[CH:8][CH:9]=2)=[N:16][CH:15]=1. The catalyst class is: 16.